Regression. Given a target protein amino acid sequence and a drug SMILES string, predict the binding affinity score between them. We predict pKi (pKi = -log10(Ki in M); higher means stronger inhibition). Dataset: bindingdb_ki. From a dataset of Drug-target binding data from BindingDB using Ki measurements. (1) The compound is CC1CC(CC2CCC(N(Cc3ccccc3)C(=O)CCCc3c[nH]c4ccccc34)C(C)C2)CCC1N. The target protein (Q01727) has sequence MSTQEPQKSLLGSLNSNATSHLGLATNQSEPWCLYVSIPDGLFLSLGLVSLVENVLVVIAITKNRNLHSPMYYFICCLALSDLMVSVSIVLETTIILLLEAGILVARVALVQQLDNLIDVLICGSMVSSLCFLGIIAIDRYISIFYALRYHSIVTLPRARRAVVGIWMVSIVSSTLFITYYKHTAVLLCLVTFFLAMLALMAILYAHMFTRACQHAQGIAQLHKRRRSIRQGFCLKGAATLTILLGIFFLCWGPFFLHLLLIVLCPQHPTCSCIFKNFNLFLLLIVLSSTVDPLIYAFRSQELRMTLKEVLLCSW. The pKi is 5.9. (2) The compound is Nc1ncnc2c1ncn2C1O[C@H](COS(=O)(=O)NC(=O)c2csc(-c3nc4ccc(O)cc4s3)n2)[C@@H](O)[C@H]1O. The target protein (Q01158) has sequence MENMENDENIVYGPEPFYPIEEGSAGAQLRKYMDRYAKLGAIAFTNALTGVDYTYAEYLEKSCCLGEALKNYGLVVDGRIALCSENCEEFFIPVLAGLFIGVGVAPTNEIYTLRELVHSLGISKPTIVFSSKKGLDKVITVQKTVTAIKTIVILDSKVDYRGYQSMDNFIKKNTPQGFKGSSFKTVEVNRKEQVALIMNSSGSTGLPKGVQLTHENAVTRFSHARDPIYGNQVSPGTAILTVVPFHHGFGMFTTLGYLTCGFRIVMLTKFDEETFLKTLQDYKCSSVILVPTLFAILNRSELLDKYDLSNLVEIASGGAPLSKEIGEAVARRFNLPGVRQGYGLTETTSAIIITPEGDDKPGASGKVVPLFKAKVIDLDTKKTLGPNRRGEVCVKGPMLMKGYVDNPEATREIIDEEGWLHTGDIGYYDEEKHFFIVDRLKSLIKYKGYQVPPAELESVLLQHPNIFDAGVAGVPDPIAGELPGAVVVLEKGKSMTEKEV.... The pKi is 7.5. (3) The drug is O=C1C[C@@]2(C(=O)N1)C(=O)N(Cc1ccc(Br)cc1F)C(=O)c1ccc(F)cc12. The target protein (Q91WR5) has sequence MNSKCHCVILNDGNFIPVLGFGTALPLECPKSKAKELTKIAIDAGFHHFDSASVYNTEDHVGEAIRSKIADGTVRREDIFYTSKVWCTSLHPELVRASLERSLQKLQFDYVDLYLIHYPMALKPGEENFPVDEHGKLIFDRVDLCATWEAMEKCKDAGLTKSIGVSNFNYRQLEMILNKPGLKYKPVCNQVECHPYLNQMKLLDFCKSKDIVLVAYGVLGTQRYGGWVDQNSPVLLDEPVLGSMAKKYNRTPALIALRYQLQRGIVVLNTSLKEERIKENMQVFEFQLSSEDMKVLDGLNRNMRYIPAAIFKGHPNWPFLDEY. The pKi is 5.0. (4) The drug is CN(C)CCN(C)CCNC(=O)C1CCCN1S(=O)(=O)c1ccc(N[N-]C(=[SH+])NC(c2ccccc2)c2ccccc2)c([N+](=O)[O-])c1. The target protein (P25023) has sequence MDTRSSLCPKTQAVVAVFWGPGCHLSTCIEMFNITTQALGSAHNGTFSEVNCPDTEWWSWLNAIQAPFLWVLFLLAALENIFVLSVFCLHKTNCTVAEIYLGNLAAADLILACGLPFWAITIANNFDWLFGEVLCRVVNTMIYMNLYSSICFLMLVSIDRYLALVKTMSMGRMRGVRWAKLYSLVIWSCTLLLSSPMLVFRTMKDYREEGHNVTACVIVYPSRSWEVFTNMLLNLVGFLLPLSIITFCTVRIMQVLRNNEMKKFKEVQTEKKATVLVLAVLGLFVLCWFPFQISTFLDTLLRLGVLSGCWNERAVDIVTQISSYVAYSNSCLNPLVYVIVGKRFRKKSREVYQAICRKGGCMGESVQMENSMGTLRTSISVDRQIHKLQDWAGNKQ. The pKi is 9.2. (5) The drug is C[C@H]1CCC[C@@H](/C=C/[C@H]2C3C(C[C@H]4CCCC[C@H]24)C(=O)O[C@@H]3C)N1C. The target protein (P32211) has sequence MANFTPVNGSSANQSVRLVTTAHNHLETVEMVFIATVTGSLSLVTVVGNILVMLSIKVNRQLQTVNNYFLFSLACADLIIGAFSMNLYTLYIIKGYWPLGAVVCDLWLALDYVVSNASVMNLLIISFDRYFCVTKPLTYPARRTTKMAGLMIAAAWVLSFVLWAPAILFWQFVVGKRTVPDNQCFIQFLSNPAVTFGTAIAAFYLPVVIMTVLYIHISLASRSRVHKHRPEGPKEKKAKTLAFLKSPLMKPSIKKPPPGGASREELRNGKLEEAPPPALPPPPRPVADKDTSNESSSGSATQNTKERPPTELSTTEAATTPALPAPTLQPRTLNPASKWSKIQIVTKQTGSECVTAIEIVPATPAGMRPAANVARKFASIARNQVRKKRQMAARERKVTRTIFAILLAFILTWTPYNVMVLVNTFCQSCIPERVWSIGYWLCYVNSTINPACYALCNATFKKTFRHLLLCQYRNIGTAR. The pKi is 7.2.